From a dataset of Forward reaction prediction with 1.9M reactions from USPTO patents (1976-2016). Predict the product of the given reaction. Given the reactants [Cl:1][C:2]1[CH:8]=[CH:7][C:6]([N+:9]([O-:11])=[O:10])=[CH:5][C:3]=1[NH2:4].[CH3:12][C:13]1[CH:21]=[CH:20][C:16]([C:17](Cl)=[O:18])=[CH:15][CH:14]=1.C(OCC)(=O)C, predict the reaction product. The product is: [Cl:1][C:2]1[CH:8]=[CH:7][C:6]([N+:9]([O-:11])=[O:10])=[CH:5][C:3]=1[NH:4][C:17](=[O:18])[C:16]1[CH:20]=[CH:21][C:13]([CH3:12])=[CH:14][CH:15]=1.